Dataset: Peptide-MHC class II binding affinity with 134,281 pairs from IEDB. Task: Regression. Given a peptide amino acid sequence and an MHC pseudo amino acid sequence, predict their binding affinity value. This is MHC class II binding data. (1) The peptide sequence is GHLQIVDKIDAAFKI. The MHC is DRB1_0404 with pseudo-sequence DRB1_0404. The binding affinity (normalized) is 0.520. (2) The MHC is HLA-DPA10301-DPB10402 with pseudo-sequence HLA-DPA10301-DPB10402. The binding affinity (normalized) is 0.107. The peptide sequence is IDLSIQNYHTFLIYI. (3) The peptide sequence is YVDRFFKTLRAEQATQDV. The MHC is DRB1_1302 with pseudo-sequence DRB1_1302. The binding affinity (normalized) is 0.178. (4) The peptide sequence is LSEFGKAKGSRAIWY. The binding affinity (normalized) is 0.393. The MHC is HLA-DQA10501-DQB10303 with pseudo-sequence HLA-DQA10501-DQB10303. (5) The peptide sequence is PPAGTRKIMKVVNRW. The MHC is HLA-DQA10501-DQB10402 with pseudo-sequence HLA-DQA10501-DQB10402. The binding affinity (normalized) is 0.421. (6) The peptide sequence is GKKITAHLKRLWKML. The MHC is H-2-IEd with pseudo-sequence H-2-IEd. The binding affinity (normalized) is 0.449. (7) The peptide sequence is EWCEFVDFSVCYSKS. The MHC is DRB1_0101 with pseudo-sequence DRB1_0101. The binding affinity (normalized) is 0.276. (8) The peptide sequence is VNKYLKVVFIPNYNV. The MHC is DRB1_0401 with pseudo-sequence DRB1_0401. The binding affinity (normalized) is 0.512. (9) The peptide sequence is PVVHFFKNIVTPRTPPY. The MHC is DRB5_0101 with pseudo-sequence DRB5_0101. The binding affinity (normalized) is 0.636.